Dataset: Reaction yield outcomes from USPTO patents with 853,638 reactions. Task: Predict the reaction yield, written as a fraction of the theoretical maximum amount of product (1.0 means a 100% yield; for example, 0.34 means a 34% yield). (1) The reactants are [Cl:1][C:2]1[N:11]=[C:10](Cl)[C:9]2[C:4](=[CH:5][C:6]([CH3:13])=[CH:7][CH:8]=2)[N:3]=1.[NH:14]1[CH2:18][CH2:17][C@@H:16]([NH:19][C:20](=[O:26])[O:21][C:22]([CH3:25])([CH3:24])[CH3:23])[CH2:15]1.CCN(CC)CC. The catalyst is ClCCl. The product is [Cl:1][C:2]1[N:11]=[C:10]([N:14]2[CH2:18][CH2:17][C@@H:16]([NH:19][C:20](=[O:26])[O:21][C:22]([CH3:24])([CH3:23])[CH3:25])[CH2:15]2)[C:9]2[C:4](=[CH:5][C:6]([CH3:13])=[CH:7][CH:8]=2)[N:3]=1. The yield is 0.830. (2) The reactants are [CH3:1][C:2]1([CH3:24])CN[C:6](=[O:9])[C:5]2[S:10][C:11]([N:13]3[C:18]4[CH:19]=[C:20](O)[CH:21]=[CH:22][C:17]=4[O:16][CH2:15][CH2:14]3)=[N:12][C:4]=2[CH2:3]1.[NH2:25][C:26]1[CH:31]=[CH:30][CH:29]=[CH:28][CH:27]=1.[CH3:32]C(C)([O-])C.[Na+]. The catalyst is CN(C=O)C.C([O-])(=O)C.[Pd+2].C([O-])(=O)C. The product is [CH3:32][C:2]1([CH3:1])[CH2:3][C:4]2[N:12]=[C:11]([N:13]3[C:18]4[CH:19]=[C:20]([NH:25][C:26]5[CH:31]=[CH:30][CH:29]=[CH:28][CH:27]=5)[CH:21]=[CH:22][C:17]=4[O:16][CH2:15][CH2:14]3)[S:10][C:5]=2[C:6](=[O:9])[CH2:24]1. The yield is 0.150. (3) The reactants are [N:1]1[C:10]2[C:5](=[CH:6][CH:7]=[CH:8][C:9]=2[C:11]2[CH:12]=[C:13]([OH:17])[CH:14]=[CH:15][CH:16]=2)[CH:4]=[CH:3][CH:2]=1.Cl[CH2:19][C@@H:20]1[CH2:22][O:21]1.C([O-])([O-])=O.[K+].[K+]. The catalyst is CC#N. The product is [O:21]1[CH2:22][C@@H:20]1[CH2:19][O:17][C:13]1[CH:12]=[C:11]([C:9]2[CH:8]=[CH:7][CH:6]=[C:5]3[C:10]=2[N:1]=[CH:2][CH:3]=[CH:4]3)[CH:16]=[CH:15][CH:14]=1. The yield is 0.750. (4) The reactants are [CH3:1][O:2][C:3]1[CH:4]=[C:5]2[C:10](=[C:11]3[CH2:15][C:14]([CH3:17])([CH3:16])[O:13][C:12]=13)[C:9]([C:18]1[CH:23]=[CH:22][C:21]([NH:24][S:25]([CH3:28])(=[O:27])=[O:26])=[CH:20][CH:19]=1)=[N:8][C:7]([CH3:30])([CH3:29])[CH2:6]2.C(N(CC)CC)C.[CH3:38][S:39](Cl)(=[O:41])=[O:40].O. The catalyst is O1CCCC1. The product is [CH3:28][S:25]([N:24]([C:21]1[CH:22]=[CH:23][C:18]([C:9]2[C:10]3[C:5](=[CH:4][C:3]([O:2][CH3:1])=[C:12]4[O:13][C:14]([CH3:17])([CH3:16])[CH2:15][C:11]4=3)[CH2:6][C:7]([CH3:30])([CH3:29])[N:8]=2)=[CH:19][CH:20]=1)[S:39]([CH3:38])(=[O:41])=[O:40])(=[O:27])=[O:26]. The yield is 0.680. (5) The reactants are [NH2:1][C:2]1[CH:7]=[CH:6][C:5]([C:8]2[CH:13]=[CH:12][C:11]([C:14](=[O:30])[CH2:15][CH:16]([CH2:22][CH2:23][C:24]3[CH:29]=[CH:28][CH:27]=[CH:26][CH:25]=3)[C:17]([O:19][CH2:20][CH3:21])=[O:18])=[CH:10][CH:9]=2)=[CH:4][CH:3]=1.[C:31](Cl)(=[O:36])[CH2:32][CH2:33][CH2:34][CH3:35]. The catalyst is ClCCl. The product is [O:30]=[C:14]([C:11]1[CH:12]=[CH:13][C:8]([C:5]2[CH:4]=[CH:3][C:2]([NH:1][C:31](=[O:36])[CH2:32][CH2:33][CH2:34][CH3:35])=[CH:7][CH:6]=2)=[CH:9][CH:10]=1)[CH2:15][CH:16]([CH2:22][CH2:23][C:24]1[CH:25]=[CH:26][CH:27]=[CH:28][CH:29]=1)[C:17]([O:19][CH2:20][CH3:21])=[O:18]. The yield is 0.970. (6) The reactants are [CH2:1]([NH:8][CH2:9][CH2:10][NH2:11])[C:2]1[CH:7]=[CH:6][CH:5]=[CH:4][CH:3]=1.[S:12](N)(N)(=[O:14])=[O:13]. The catalyst is N1C=CC=CC=1. The product is [CH2:1]([N:8]1[CH2:9][CH2:10][NH:11][S:12]1(=[O:14])=[O:13])[C:2]1[CH:7]=[CH:6][CH:5]=[CH:4][CH:3]=1. The yield is 0.400. (7) The reactants are [OH-].[Na+].[CH2:3]([N:5]1[CH2:10][CH2:9][N:8]([CH2:11][C:12]2[CH:21]=[CH:20][C:15]([C:16]([O:18]C)=[O:17])=[CH:14][C:13]=2[CH3:22])[CH2:7][CH2:6]1)[CH3:4].Cl. The catalyst is CO.O. The product is [CH2:3]([N:5]1[CH2:10][CH2:9][N:8]([CH2:11][C:12]2[CH:21]=[CH:20][C:15]([C:16]([OH:18])=[O:17])=[CH:14][C:13]=2[CH3:22])[CH2:7][CH2:6]1)[CH3:4]. The yield is 0.842. (8) The yield is 0.280. The catalyst is O1CCCC1. The reactants are Br[C:2]1[CH:3]=[C:4]2[N:10]([C@@H:11]([C:13]3[CH:18]=[CH:17][CH:16]=[CH:15][CH:14]=3)[CH3:12])[C:9](=[O:19])[N:8](C(OC(C)(C)C)=O)[C:5]2=[N:6][CH:7]=1.Br[C:28]1[CH:29]=[C:30]2NC(=O)N(C(OCCCC)=O)[C:31]2=[N:32][CH:33]=1.[C:45]1([C@@H](O)C)[CH:50]=CC=[CH:47][CH:46]=1.C1(P(C2C=CC=CC=2)C2C=CC=CC=2)C=CC=CC=1.N(C(OC(C)C)=O)=NC(OC(C)C)=O. The product is [C:13]1([C@H:11]([N:10]2[C:4]3[C:5](=[N:6][CH:7]=[C:2]([C:47]4[CH:46]=[CH:45][CH:50]=[C:31]5[C:30]=4[CH:29]=[CH:28][CH:33]=[N:32]5)[CH:3]=3)[NH:8][C:9]2=[O:19])[CH3:12])[CH:14]=[CH:15][CH:16]=[CH:17][CH:18]=1. (9) The reactants are C1(C)C=CC(S(O)(=O)=O)=CC=1.[C:12]([O:16][C:17]([NH:19][CH2:20][CH2:21][C:22]([NH:24][C:25]1[CH:26]=[C:27]([CH:32]=[CH:33][C:34]=1[NH:35][CH2:36][CH3:37])[C:28]([O:30][CH3:31])=[O:29])=O)=[O:18])([CH3:15])([CH3:14])[CH3:13]. The product is [C:12]([O:16][C:17]([NH:19][CH2:20][CH2:21][C:22]1[N:35]([CH2:36][CH3:37])[C:34]2[CH:33]=[CH:32][C:27]([C:28]([O:30][CH3:31])=[O:29])=[CH:26][C:25]=2[N:24]=1)=[O:18])([CH3:15])([CH3:14])[CH3:13]. The yield is 0.736. The catalyst is CO. (10) The reactants are [CH:1]1([C:7](=O)[CH2:8][N:9]2[C:14](=[O:15])[C:13]([CH2:16][C:17]3[CH:22]=[CH:21][C:20]([C:23]4[CH:28]=[CH:27][CH:26]=[CH:25][C:24]=4[C:29]4[NH:33][C:32](=[O:34])[O:31][N:30]=4)=[CH:19][CH:18]=3)=[C:12]([CH2:35][CH2:36][CH3:37])[N:11]3[N:38]=[C:39]([CH3:41])[N:40]=[C:10]23)[CH2:6][CH2:5][CH2:4][CH2:3][CH2:2]1.Cl.[NH2:44][O:45][CH3:46].N1C=CC=CC=1.Cl. The catalyst is O.C(OCC)(=O)C. The product is [CH:1]1(/[C:7](=[N:44]/[O:45][CH3:46])/[CH2:8][N:9]2[C:14](=[O:15])[C:13]([CH2:16][C:17]3[CH:18]=[CH:19][C:20]([C:23]4[CH:28]=[CH:27][CH:26]=[CH:25][C:24]=4[C:29]4[NH:33][C:32](=[O:34])[O:31][N:30]=4)=[CH:21][CH:22]=3)=[C:12]([CH2:35][CH2:36][CH3:37])[N:11]3[N:38]=[C:39]([CH3:41])[N:40]=[C:10]23)[CH2:6][CH2:5][CH2:4][CH2:3][CH2:2]1. The yield is 0.260.